From a dataset of Forward reaction prediction with 1.9M reactions from USPTO patents (1976-2016). Predict the product of the given reaction. (1) Given the reactants [H-].[Al+3].[Li+].[H-].[H-].[H-].[NH2:7][C:8]1[CH:17]=[CH:16][CH:15]=[C:14]([F:18])[C:9]=1[C:10](OC)=[O:11].O, predict the reaction product. The product is: [NH2:7][C:8]1[CH:17]=[CH:16][CH:15]=[C:14]([F:18])[C:9]=1[CH2:10][OH:11]. (2) Given the reactants [Zn](C)[CH3:2].[CH2:4]([O:11][C:12]([N:14]1[CH2:19][CH2:18][CH2:17][CH:16]([CH:20]=[O:21])[CH2:15]1)=[O:13])[C:5]1[CH:10]=[CH:9][CH:8]=[CH:7][CH:6]=1, predict the reaction product. The product is: [CH2:4]([O:11][C:12]([N:14]1[CH2:19][CH2:18][CH2:17][C@@H:16]([C@@H:20]([OH:21])[CH3:2])[CH2:15]1)=[O:13])[C:5]1[CH:10]=[CH:9][CH:8]=[CH:7][CH:6]=1. (3) Given the reactants [NH2:1][CH2:2][N:3]1[CH2:8][CH:7]([C:9]([O:11][CH2:12][C:13]2[CH:18]=[CH:17][CH:16]=[CH:15][CH:14]=2)=[O:10])[CH:6]=[CH:5][O:4]1.[CH:19](=O)[C:20]1[CH:25]=[CH:24][CH:23]=[CH:22][CH:21]=1.[BH4-].[Na+].O, predict the reaction product. The product is: [CH2:19]([NH:1][CH2:2][N:3]1[CH2:8][CH:7]([C:9]([O:11][CH2:12][C:13]2[CH:18]=[CH:17][CH:16]=[CH:15][CH:14]=2)=[O:10])[CH:6]=[CH:5][O:4]1)[C:20]1[CH:25]=[CH:24][CH:23]=[CH:22][CH:21]=1. (4) The product is: [C:1]([OH:4])(=[O:3])[CH3:2].[C:1]([O:4][CH2:5][CH2:6][O:7][C:8]1[C:9]([F:57])=[C:10]([CH:16]([NH:39][C:40]2[CH:45]=[CH:44][C:43]([C:46](=[NH:47])[NH2:56])=[CH:42][CH:41]=2)[C:17]2[N:18]=[C:19]([O:28][CH2:29][O:30][C:31](=[O:38])[C:32]([CH3:37])([CH3:36])[CH2:33][O:34][CH3:35])[N:20]([C:22]3[N:27]=[CH:26][CH:25]=[CH:24][N:23]=3)[N:21]=2)[CH:11]=[C:12]([O:14][CH3:15])[CH:13]=1)(=[O:3])[CH3:2]. Given the reactants [C:1]([O:4][CH2:5][CH2:6][O:7][C:8]1[C:9]([F:57])=[C:10]([CH:16]([NH:39][C:40]2[CH:45]=[CH:44][C:43]([C:46]([NH2:56])=[N:47]C(=O)C3C=CC=CC=3)=[CH:42][CH:41]=2)[C:17]2[N:18]=[C:19]([O:28][CH2:29][O:30][C:31](=[O:38])[C:32]([CH3:37])([CH3:36])[CH2:33][O:34][CH3:35])[N:20]([C:22]3[N:27]=[CH:26][CH:25]=[CH:24][N:23]=3)[N:21]=2)[CH:11]=[C:12]([O:14][CH3:15])[CH:13]=1)(=[O:3])[CH3:2].CO, predict the reaction product. (5) Given the reactants [C:1]1(=[C:7]([C:10]2[CH:15]=[CH:14][C:13]([O:16][CH3:17])=[CH:12][CH:11]=2)[C:8]#[N:9])[CH2:6][CH2:5][CH2:4][CH2:3][CH2:2]1.ClC1C=CC=C(C(OO)=[O:26])C=1, predict the reaction product. The product is: [CH3:17][O:16][C:13]1[CH:14]=[CH:15][C:10]([C:7]2([C:8]#[N:9])[C:1]3([CH2:6][CH2:5][CH2:4][CH2:3][CH2:2]3)[O:26]2)=[CH:11][CH:12]=1. (6) Given the reactants [CH3:1][O:2][C:3]1[CH:4]=[C:5]2[C:10](=[CH:11][CH:12]=1)[C:9]([CH2:13][C:14]1[CH:19]=[CH:18][C:17]([O:20][CH2:21][CH2:22][N:23]3[CH2:28][CH2:27][CH2:26][CH2:25][CH2:24]3)=[CH:16][CH:15]=1)=[C:8](OS(C(F)(F)F)(=O)=O)[CH:7]=[CH:6]2.B1(B2OC(C)(C)C(C)(C)O2)OC(C)(C)C(C)(C)O1.[F-].[Cs+].Br[C:58]1[CH:63]=[C:62]([F:64])[C:61]([F:65])=[C:60]([F:66])[C:59]=1[F:67], predict the reaction product. The product is: [CH3:1][O:2][C:3]1[CH:4]=[C:5]2[C:10](=[CH:11][CH:12]=1)[C:9]([CH2:13][C:14]1[CH:19]=[CH:18][C:17]([O:20][CH2:21][CH2:22][N:23]3[CH2:28][CH2:27][CH2:26][CH2:25][CH2:24]3)=[CH:16][CH:15]=1)=[C:8]([C:58]1[CH:63]=[C:62]([F:64])[C:61]([F:65])=[C:60]([F:66])[C:59]=1[F:67])[CH:7]=[CH:6]2. (7) Given the reactants [C:1]([O:5][C:6]([N:8]1[CH2:13][CH2:12][C:11]([NH:17][C:18]([O:20][C:21]([CH3:24])([CH3:23])[CH3:22])=[O:19])([C:14](O)=[O:15])[CH2:10][CH2:9]1)=[O:7])([CH3:4])([CH3:3])[CH3:2].[NH2:25][C:26]1[CH:31]=[CH:30][CH:29]=[CH:28][C:27]=1[OH:32], predict the reaction product. The product is: [C:1]([O:5][C:6]([N:8]1[CH2:13][CH2:12][C:11]([NH:17][C:18]([O:20][C:21]([CH3:24])([CH3:23])[CH3:22])=[O:19])([C:14](=[O:15])[NH:25][C:26]2[CH:31]=[CH:30][CH:29]=[CH:28][C:27]=2[OH:32])[CH2:10][CH2:9]1)=[O:7])([CH3:4])([CH3:3])[CH3:2]. (8) Given the reactants [NH2:1][C:2]1[N:3]=[N:4][C:5]([C:8]2[CH:17]=[CH:16][C:11]([C:12]([O:14][CH3:15])=[O:13])=[CH:10][CH:9]=2)=[CH:6][N:7]=1.Cl[CH:19]([C:22]1([C:25]2[CH:26]=[C:27]3[C:32](=[CH:33][CH:34]=2)[N:31]=[CH:30][CH:29]=[CH:28]3)[CH2:24][CH2:23]1)[CH:20]=O.C(N(CC)CC)C, predict the reaction product. The product is: [N:31]1[C:32]2[C:27](=[CH:26][C:25]([C:22]3([C:19]4[N:3]5[N:4]=[C:5]([C:8]6[CH:9]=[CH:10][C:11]([C:12]([O:14][CH3:15])=[O:13])=[CH:16][CH:17]=6)[CH:6]=[N:7][C:2]5=[N:1][CH:20]=4)[CH2:24][CH2:23]3)=[CH:34][CH:33]=2)[CH:28]=[CH:29][CH:30]=1.